This data is from Full USPTO retrosynthesis dataset with 1.9M reactions from patents (1976-2016). The task is: Predict the reactants needed to synthesize the given product. (1) Given the product [CH:14]([C:2]1[C:11]([CH3:12])=[CH:10][C:5]2[C:6](=[O:9])[O:7][CH2:8][C:4]=2[C:3]=1[CH3:13])=[CH2:15], predict the reactants needed to synthesize it. The reactants are: Br[C:2]1[C:11]([CH3:12])=[CH:10][C:5]2[C:6](=[O:9])[O:7][CH2:8][C:4]=2[C:3]=1[CH3:13].[CH2:14](N(CC)CC)[CH3:15]. (2) Given the product [N:29]([CH:2]([O:1][CH2:16][C:17]1[CH:26]=[CH:25][C:20]([C:21]([O:23][CH3:24])=[O:22])=[CH:19][CH:18]=1)[CH2:3][CH2:4][CH2:5][NH:6][C:7](=[O:12])[C:8]([F:10])([F:11])[F:9])=[N+:30]=[N-:31], predict the reactants needed to synthesize it. The reactants are: [O:1]=[CH:2][CH2:3][CH2:4][CH2:5][NH:6][C:7](=[O:12])[C:8]([F:11])([F:10])[F:9].C[Si](C)(C)O[CH2:16][C:17]1[CH:26]=[CH:25][C:20]([C:21]([O:23][CH3:24])=[O:22])=[CH:19][CH:18]=1.[N:29]([Si](C)(C)C)=[N+:30]=[N-:31]. (3) Given the product [N:6]1[C:5]2[CH:7]=[CH:8][CH:9]=[CH:10][C:4]=2[NH:3][C:2]=1[NH:16][C:15]1[CH:17]=[CH:18][C:12]([Cl:11])=[CH:13][CH:14]=1, predict the reactants needed to synthesize it. The reactants are: Cl[C:2]1[NH:3][C:4]2[CH:10]=[CH:9][CH:8]=[CH:7][C:5]=2[N:6]=1.[Cl:11][C:12]1[CH:18]=[CH:17][C:15]([NH2:16])=[CH:14][CH:13]=1. (4) Given the product [CH3:30][O:29][C:27]1[CH:28]=[C:23]([C:19]2[O:20][C:21]([CH3:22])=[C:17]([CH2:16][N:11]3[C:12]4[C:8](=[C:7]([CH2:6][CH:5]([O:33][CH2:34][CH3:35])[C:4]([OH:36])=[O:3])[CH:15]=[CH:14][CH:13]=4)[CH:9]=[CH:10]3)[N:18]=2)[CH:24]=[C:25]([O:31][CH3:32])[CH:26]=1, predict the reactants needed to synthesize it. The reactants are: C([O:3][C:4](=[O:36])[CH:5]([O:33][CH2:34][CH3:35])[CH2:6][C:7]1[CH:15]=[CH:14][CH:13]=[C:12]2[C:8]=1[CH:9]=[CH:10][N:11]2[CH2:16][C:17]1[N:18]=[C:19]([C:23]2[CH:28]=[C:27]([O:29][CH3:30])[CH:26]=[C:25]([O:31][CH3:32])[CH:24]=2)[O:20][C:21]=1[CH3:22])C.[Li+].[OH-].Cl. (5) The reactants are: [O:1]1[C:5]([C:6]2[CH:29]=[CH:28][C:9]3[N:10]([C:13]4[CH:14]=[C:15]([NH:24]C(=O)C)[CH:16]=[C:17]([N:19]5[CH:23]=[CH:22][CH:21]=[CH:20]5)[CH:18]=4)[CH:11]=[N:12][C:8]=3[CH:7]=2)=[CH:4][N:3]=[CH:2]1.[CH:30]1([S:33](Cl)(=[O:35])=[O:34])[CH2:32][CH2:31]1. Given the product [O:1]1[C:5]([C:6]2[CH:29]=[CH:28][C:9]3[N:10]([C:13]4[CH:14]=[C:15]([NH:24][S:33]([CH:30]5[CH2:32][CH2:31]5)(=[O:35])=[O:34])[CH:16]=[C:17]([N:19]5[CH:20]=[CH:21][CH:22]=[CH:23]5)[CH:18]=4)[CH:11]=[N:12][C:8]=3[CH:7]=2)=[CH:4][N:3]=[CH:2]1, predict the reactants needed to synthesize it. (6) Given the product [Br:10][C:8]1[CH:7]=[N:6][N:5]([C:1]([CH3:4])([CH3:3])[CH3:2])[CH:9]=1, predict the reactants needed to synthesize it. The reactants are: [C:1]([N:5]1[CH:9]=[CH:8][CH:7]=[N:6]1)([CH3:4])([CH3:3])[CH3:2].[Br:10]N1C(=O)CCC1=O. (7) Given the product [CH2:1]([C@@H:8]([C:9]([NH:20][C:21]1[S:22][CH:23]=[C:24]([C:26]2[CH:27]=[CH:28][C:29]([C:30]#[N:31])=[CH:32][CH:33]=2)[N:25]=1)=[O:11])[CH2:12][C:13]([OH:15])=[O:14])[C:2]1[CH:3]=[CH:4][CH:5]=[CH:6][CH:7]=1, predict the reactants needed to synthesize it. The reactants are: [CH2:1]([C@H:8]([CH2:12][C:13]([O:15]C(C)(C)C)=[O:14])[C:9]([OH:11])=O)[C:2]1[CH:7]=[CH:6][CH:5]=[CH:4][CH:3]=1.[NH2:20][C:21]1[S:22][CH:23]=[C:24]([C:26]2[CH:33]=[CH:32][C:29]([C:30]#[N:31])=[CH:28][CH:27]=2)[N:25]=1. (8) Given the product [CH2:8]1[C:13]2([CH2:18][CH2:17][CH2:16][CH2:15][CH2:14]2)[CH2:12][CH2:11][N:10]([C:24]([NH2:23])=[O:25])[CH2:9]1, predict the reactants needed to synthesize it. The reactants are: C(N(CC)CC)C.[CH2:8]1[C:13]2([CH2:18][CH2:17][CH2:16][CH2:15][CH2:14]2)[CH2:12][CH2:11][NH:10][CH2:9]1.C[Si]([N:23]=[C:24]=[O:25])(C)C.O.